The task is: Predict the reaction yield, written as a fraction of the theoretical maximum amount of product (1.0 means a 100% yield; for example, 0.34 means a 34% yield).. This data is from Reaction yield outcomes from USPTO patents with 853,638 reactions. (1) The reactants are [CH2:1]([C:5]1=[CH:6][N:7]([C:18]([CH3:21])([CH3:20])[CH3:19])[S:8]/[C:9]/1=[N:10]\[C:11]([CH:13]1[CH2:17][CH2:16][NH:15][CH2:14]1)=[O:12])[CH2:2][CH2:3][CH3:4].F[C:23]1[N:30]=[CH:29][CH:28]=[CH:27][C:24]=1[C:25]#[N:26].C(N(CC)CC)C. The catalyst is C(#N)C. The product is [CH2:1]([C:5]1=[CH:6][N:7]([C:18]([CH3:20])([CH3:19])[CH3:21])[S:8]/[C:9]/1=[N:10]\[C:11]([CH:13]1[CH2:17][CH2:16][N:15]([C:23]2[C:24]([C:25]#[N:26])=[CH:27][CH:28]=[CH:29][N:30]=2)[CH2:14]1)=[O:12])[CH2:2][CH2:3][CH3:4]. The yield is 0.760. (2) The reactants are [N+:1]([C:4]1[CH:15]=[CH:14][C:7]2[CH2:8][CH2:9][CH2:10][C:11](=[O:13])[NH:12][C:6]=2[CH:5]=1)([O-:3])=[O:2].C(=O)([O-])[O-].[Cs+].[Cs+].Br[CH2:23][CH2:24][O:25][CH3:26]. The catalyst is CN(C)C=O. The product is [CH3:26][O:25][CH2:24][CH2:23][N:12]1[C:11](=[O:13])[CH2:10][CH2:9][CH2:8][C:7]2[CH:14]=[CH:15][C:4]([N+:1]([O-:3])=[O:2])=[CH:5][C:6]1=2. The yield is 0.780.